Dataset: Forward reaction prediction with 1.9M reactions from USPTO patents (1976-2016). Task: Predict the product of the given reaction. Given the reactants [CH3:1][O:2][C:3]1[CH:12]=[CH:11][C:10]2[C:5](=[CH:6][CH:7]=[CH:8][CH:9]=2)[C:4]=1B(O)O.Br[C:17]1[C:26]([F:27])=[C:25]2[C:20]([C:21]([N:28]3[CH2:33][CH2:32][N:31]([C:34](=[O:37])[CH:35]=[CH2:36])[CH2:30][CH2:29]3)=[N:22][CH:23]=[N:24]2)=[CH:19][C:18]=1[Cl:38], predict the reaction product. The product is: [Cl:38][C:18]1[CH:19]=[C:20]2[C:25](=[C:26]([F:27])[C:17]=1[C:4]1[C:5]3[C:10](=[CH:9][CH:8]=[CH:7][CH:6]=3)[CH:11]=[CH:12][C:3]=1[O:2][CH3:1])[N:24]=[CH:23][N:22]=[C:21]2[N:28]1[CH2:33][CH2:32][N:31]([C:34](=[O:37])[CH:35]=[CH2:36])[CH2:30][CH2:29]1.